Dataset: Catalyst prediction with 721,799 reactions and 888 catalyst types from USPTO. Task: Predict which catalyst facilitates the given reaction. Reactant: [CH2:1]([C@H:8]([NH:43][C:44](=[O:50])[O:45][C:46]([CH3:49])([CH3:48])[CH3:47])[C@@H:9]([OH:42])[CH:10]([NH:30][S:31]([C:34]1[CH:39]=[CH:38][C:37]([O:40][CH3:41])=[CH:36][CH:35]=1)(=[O:33])=[O:32])[CH2:11][C:12]([CH3:29])([CH3:28])[CH2:13][CH2:14][O:15][C:16]([O:18]C1C=CC([N+]([O-])=O)=CC=1)=O)[C:2]1[CH:7]=[CH:6][CH:5]=[CH:4][CH:3]=1.[NH4+:51]. Product: [CH2:1]([C@H:8]([NH:43][C:44](=[O:50])[O:45][C:46]([CH3:48])([CH3:47])[CH3:49])[C@@H:9]([OH:42])[CH:10]([NH:30][S:31]([C:34]1[CH:35]=[CH:36][C:37]([O:40][CH3:41])=[CH:38][CH:39]=1)(=[O:33])=[O:32])[CH2:11][C:12]([CH3:28])([CH3:29])[CH2:13][CH2:14][O:15][C:16](=[O:18])[NH2:51])[C:2]1[CH:3]=[CH:4][CH:5]=[CH:6][CH:7]=1. The catalyst class is: 305.